From a dataset of Forward reaction prediction with 1.9M reactions from USPTO patents (1976-2016). Predict the product of the given reaction. Given the reactants [Cl:1][C:2]1[CH:3]=[N:4][CH:5]=[C:6]([Cl:20])[C:7]=1[S:8][C:9]1[S:13][C:12]([C:14](Cl)=[O:15])=[CH:11][C:10]=1[N+:17]([O-:19])=[O:18].[F:21][C:22]1[CH:28]=[C:27]([F:29])[CH:26]=[CH:25][C:23]=1[NH2:24], predict the reaction product. The product is: [Cl:1][C:2]1[CH:3]=[N:4][CH:5]=[C:6]([Cl:20])[C:7]=1[S:8][C:9]1[S:13][C:12]([C:14]([NH:24][C:23]2[CH:25]=[CH:26][C:27]([F:29])=[CH:28][C:22]=2[F:21])=[O:15])=[CH:11][C:10]=1[N+:17]([O-:19])=[O:18].